Dataset: Reaction yield outcomes from USPTO patents with 853,638 reactions. Task: Predict the reaction yield, written as a fraction of the theoretical maximum amount of product (1.0 means a 100% yield; for example, 0.34 means a 34% yield). (1) The reactants are [CH2:1]([O:8][C@H:9]1[C@H:14]([O:15][CH2:16][C:17]2[CH:22]=[CH:21][CH:20]=[CH:19][CH:18]=2)[C@@H:13]([O:23][CH2:24][C:25]2[CH:30]=[CH:29][CH:28]=[CH:27][CH:26]=2)[CH:12]([C:31]2[CH:36]=[CH:35][C:34]([Cl:37])=[C:33]([CH2:38]Br)[CH:32]=2)[O:11][C@H:10]1[CH2:40][O:41][CH2:42][C:43]1[CH:48]=[CH:47][CH:46]=[CH:45][CH:44]=1)[C:2]1[CH:7]=[CH:6][CH:5]=[CH:4][CH:3]=1.[C-:49]#[N:50].[K+].C(OCC)(=O)C. The catalyst is C(O)C.O. The product is [Cl:37][C:34]1[CH:35]=[CH:36][C:31]([CH:12]2[C@H:13]([O:23][CH2:24][C:25]3[CH:26]=[CH:27][CH:28]=[CH:29][CH:30]=3)[C@@H:14]([O:15][CH2:16][C:17]3[CH:22]=[CH:21][CH:20]=[CH:19][CH:18]=3)[C@H:9]([O:8][CH2:1][C:2]3[CH:3]=[CH:4][CH:5]=[CH:6][CH:7]=3)[C@@H:10]([CH2:40][O:41][CH2:42][C:43]3[CH:44]=[CH:45][CH:46]=[CH:47][CH:48]=3)[O:11]2)=[CH:32][C:33]=1[CH2:38][C:49]#[N:50]. The yield is 0.800. (2) The reactants are [NH2:1][C:2]1[CH:24]=[CH:23][C:5]([CH2:6][CH2:7][O:8][C:9]2[CH:14]=[CH:13][C:12]([CH2:15][CH:16]([O:20][CH2:21][CH3:22])[C:17]([OH:19])=[O:18])=[CH:11][CH:10]=2)=[CH:4][CH:3]=1.[C:25]([O:29][C:30](=[O:43])[N:31]=[C:32]([NH:35][C:36]([O:38][C:39]([CH3:42])([CH3:41])[CH3:40])=[O:37])SC)([CH3:28])([CH3:27])[CH3:26].C(N(CC)CC)C. The catalyst is CN(C=O)C.[Hg](Cl)Cl. The product is [C:39]([O:38][C:36]([NH:35][C:32]([NH:1][C:2]1[CH:3]=[CH:4][C:5]([CH2:6][CH2:7][O:8][C:9]2[CH:14]=[CH:13][C:12]([CH2:15][CH:16]([O:20][CH2:21][CH3:22])[C:17]([OH:19])=[O:18])=[CH:11][CH:10]=2)=[CH:23][CH:24]=1)=[N:31][C:30]([O:29][C:25]([CH3:28])([CH3:27])[CH3:26])=[O:43])=[O:37])([CH3:42])([CH3:41])[CH3:40]. The yield is 0.440. (3) The reactants are C(OC([N:8]1[CH2:12][CH2:11][CH2:10][C@H:9]1[C:13]1[NH:14][C:15]([C:18]2[CH:23]=[CH:22][C:21]([C:24]3[CH:25]=[CH:26][C:27]4[O:31][N:30]=[C:29]([NH:32][C:33]([C@@H:35]5[CH2:39][CH2:38][CH2:37][N:36]5C(OC(C)(C)C)=O)=[O:34])[C:28]=4[CH:47]=3)=[CH:20][CH:19]=2)=[CH:16][N:17]=1)=O)(C)(C)C.C(O)(C(F)(F)F)=O. The catalyst is C(Cl)Cl. The product is [NH:8]1[CH2:12][CH2:11][CH2:10][C@H:9]1[C:13]1[NH:14][C:15]([C:18]2[CH:19]=[CH:20][C:21]([C:24]3[CH:25]=[CH:26][C:27]4[O:31][N:30]=[C:29]([NH:32][C:33]([C@@H:35]5[CH2:39][CH2:38][CH2:37][NH:36]5)=[O:34])[C:28]=4[CH:47]=3)=[CH:22][CH:23]=2)=[CH:16][N:17]=1. The yield is 0.900. (4) The reactants are [CH3:1][C:2]1([CH3:16])[C:6]([CH3:8])([CH3:7])[O:5][B:4]([C:9]2[CH:15]=[CH:14][C:12]([NH2:13])=[CH:11][CH:10]=2)[O:3]1.C(N1C=CC=CC1=O)(N1C=CC=CC1=O)=S.[N-:33]=[C:34]=S.[CH3:36][CH:37]([CH3:43])[CH2:38][C:39]([NH:41]N)=[O:40].C(Cl)CCl. The catalyst is C(Cl)Cl. The product is [CH2:38]([C:39]1[O:40][C:34]([NH:13][C:12]2[CH:14]=[CH:15][C:9]([B:4]3[O:3][C:2]([CH3:16])([CH3:1])[C:6]([CH3:7])([CH3:8])[O:5]3)=[CH:10][CH:11]=2)=[N:33][N:41]=1)[CH:37]([CH3:43])[CH3:36]. The yield is 0.690. (5) The reactants are [Cl:1][C:2]1[CH:7]=[C:6]([N:8]2[CH:12]=[CH:11][CH:10]=[N:9]2)[N:5]=[C:4]([C:13]2[O:14][CH:15]=[CH:16][CH:17]=2)[N:3]=1.[Br:18]N1C(=O)CCC1=O.O. The catalyst is CN(C=O)C. The product is [Br:18][C:15]1[O:14][C:13]([C:4]2[N:3]=[C:2]([Cl:1])[CH:7]=[C:6]([N:8]3[CH:12]=[CH:11][CH:10]=[N:9]3)[N:5]=2)=[CH:17][CH:16]=1. The yield is 0.510. (6) The reactants are [F:1][C:2]1[CH:7]=[CH:6][CH:5]=[C:4]([F:8])[C:3]=1[C:9]1[N:14]=[C:13]([C:15]([NH:17][C:18]2[CH:19]=[N:20][CH:21]=[CH:22][C:23]=2[C@H:24]2[CH2:29][C@@H:28]([NH:30][C:31](=[O:37])[O:32][C:33]([CH3:36])([CH3:35])[CH3:34])[C@@H:27]([S:38][CH3:39])[C@@H:26]([CH3:40])[CH2:25]2)=[O:16])[CH:12]=[CH:11][C:10]=1[F:41].C1C=C(Cl)C=C(C(OO)=[O:50])C=1.C1CCCCC=1. The catalyst is C(Cl)Cl. The product is [F:1][C:2]1[CH:7]=[CH:6][CH:5]=[C:4]([F:8])[C:3]=1[C:9]1[N:14]=[C:13]([C:15]([NH:17][C:18]2[CH:19]=[N:20][CH:21]=[CH:22][C:23]=2[C@H:24]2[CH2:29][C@@H:28]([NH:30][C:31](=[O:37])[O:32][C:33]([CH3:35])([CH3:36])[CH3:34])[C@@H:27]([S@@:38]([CH3:39])=[O:50])[C@@H:26]([CH3:40])[CH2:25]2)=[O:16])[CH:12]=[CH:11][C:10]=1[F:41]. The yield is 0.310.